This data is from Catalyst prediction with 721,799 reactions and 888 catalyst types from USPTO. The task is: Predict which catalyst facilitates the given reaction. (1) Reactant: [S:1]1[CH:5]=[CH:4][CH:3]=[C:2]1[CH:6]([C:12]1[S:13][CH:14]=[CH:15][CH:16]=1)[N:7]1[CH2:10][CH:9]([OH:11])[CH2:8]1.CS(C)=O.C(N(CC)CC)C.C(Cl)(=O)C(Cl)=O. Product: [S:1]1[CH:5]=[CH:4][CH:3]=[C:2]1[CH:6]([C:12]1[S:13][CH:14]=[CH:15][CH:16]=1)[N:7]1[CH2:8][C:9](=[O:11])[CH2:10]1. The catalyst class is: 4. (2) Reactant: [N:1]1[C:10]2[C:5](=[CH:6][CH:7]=[CH:8][CH:9]=2)[CH:4]=[CH:3][C:2]=1[CH2:11][O:12][C:13]1[CH:18]=[CH:17][C:16]([C:19]2[C:24]([O:25]C3CCCCO3)=[CH:23][CH:22]=[C:21]([C:32]#[N:33])[CH:20]=2)=[CH:15][CH:14]=1.C1(C)C=CC(S([O-])(=O)=O)=CC=1.[NH+]1C=CC=CC=1. Product: [OH:25][C:24]1[C:19]([C:16]2[CH:15]=[CH:14][C:13]([O:12][CH2:11][C:2]3[CH:3]=[CH:4][C:5]4[C:10](=[CH:9][CH:8]=[CH:7][CH:6]=4)[N:1]=3)=[CH:18][CH:17]=2)=[CH:20][C:21]([C:32]#[N:33])=[CH:22][CH:23]=1. The catalyst class is: 5. (3) Reactant: [Cl:1][C:2]1[CH:7]=[CH:6][C:5]([C:8]2[S:12][C:11]([C:13]([O:15]C)=O)=[C:10](/[N:17]=[CH:18]/[N:19]([CH3:21])C)[CH:9]=2)=[CH:4][CH:3]=1.[CH3:22][N:23]1[CH2:27][CH2:26][CH:25]([CH2:28][O:29][C:30]2[CH:31]=[C:32](CN)[CH:33]=[CH:34][CH:35]=2)[CH2:24]1. Product: [Cl:1][C:2]1[CH:3]=[CH:4][C:5]([C:8]2[S:12][C:11]3[C:13](=[O:15])[N:19]([CH2:21][C:34]4[CH:33]=[CH:32][CH:31]=[C:30]([O:29][CH2:28][CH:25]5[CH2:26][CH2:27][N:23]([CH3:22])[CH2:24]5)[CH:35]=4)[CH:18]=[N:17][C:10]=3[CH:9]=2)=[CH:6][CH:7]=1. The catalyst class is: 5. (4) Reactant: C(OC([NH:8][C:9]1([CH3:25])[CH2:14][CH2:13][N:12]([C:15]2[CH:20]=[CH:19][C:18]([S:21]([CH3:24])(=[O:23])=[O:22])=[CH:17][N:16]=2)[CH2:11][CH2:10]1)=O)(C)(C)C.FC(F)(F)C(O)=O. Product: [NH2:8][C:9]1([CH3:25])[CH2:14][CH2:13][N:12]([C:15]2[CH:20]=[CH:19][C:18]([S:21]([CH3:24])(=[O:23])=[O:22])=[CH:17][N:16]=2)[CH2:11][CH2:10]1. The catalyst class is: 4. (5) Reactant: C([Si](C)(C)[O:6][CH:7]([C:16]1[CH:21]=[CH:20][N:19]=[CH:18][CH:17]=1)[C:8]([C:10]1[CH:15]=[CH:14][CH:13]=[CH:12][CH:11]=1)=[O:9])(C)(C)C.[F-].C([N+](CCCC)(CCCC)CCCC)CCC. Product: [OH:6][CH:7]([C:16]1[CH:17]=[CH:18][N:19]=[CH:20][CH:21]=1)[C:8]([C:10]1[CH:15]=[CH:14][CH:13]=[CH:12][CH:11]=1)=[O:9]. The catalyst class is: 355. (6) Reactant: CCCCCCOC(/[N:10]=[C:11](\N)/[C:12]1[CH:13]=[CH:14][C:15]([NH:18][CH2:19][C:20]2[N:28]([CH3:29])[C:27]3[CH:26]=[CH:25][C:24]([C:30]([N:32]([C:40]4[CH:41]=[CH:42][CH:43]=[CH:44][N:45]=4)[CH2:33][CH2:34][C:35]([O:37][CH2:38][CH3:39])=[O:36])=[O:31])=[CH:23][C:22]=3[N:21]=2)=[CH:16][CH:17]=1)=O.NC1C=C(C=CC=1NC)C(N(C1C=CC=CN=1)CCC(OCC)=O)=O.C(C1C=CC(NCC(O)=O)=CC=1)#N. Product: [C:11]([C:12]1[CH:17]=[CH:16][C:15]([NH:18][CH2:19][C:20]2[N:28]([CH3:29])[C:27]3[CH:26]=[CH:25][C:24]([C:30]([N:32]([C:40]4[CH:41]=[CH:42][CH:43]=[CH:44][N:45]=4)[CH2:33][CH2:34][C:35]([O:37][CH2:38][CH3:39])=[O:36])=[O:31])=[CH:23][C:22]=3[N:21]=2)=[CH:14][CH:13]=1)#[N:10]. The catalyst class is: 7. (7) Reactant: [CH3:1][O:2][C:3]1[CH:8]=[C:7]([N+:9]([O-:11])=[O:10])[CH:6]=[CH:5][C:4]=1[NH2:12].Cl.[N:14]1([CH2:19][C:20](O)=[O:21])[CH2:18][CH2:17][CH2:16][CH2:15]1.C(N(CC)C(C)C)(C)C.F[P-](F)(F)(F)(F)F.N1C2N=CC=C(OC(N(C)C)=[N+](C)C)C=2N=N1. Product: [CH3:1][O:2][C:3]1[CH:8]=[C:7]([N+:9]([O-:11])=[O:10])[CH:6]=[CH:5][C:4]=1[NH:12][C:20](=[O:21])[CH2:19][N:14]1[CH2:18][CH2:17][CH2:16][CH2:15]1. The catalyst class is: 35.